Task: Predict the reactants needed to synthesize the given product.. Dataset: Full USPTO retrosynthesis dataset with 1.9M reactions from patents (1976-2016) (1) The reactants are: [CH:1]([C:3]1[CH:8]=[CH:7][C:6]([C:9]2[CH:14]=[CH:13][C:12]([C:15]([NH2:17])=[O:16])=[CH:11][C:10]=2[CH3:18])=[CH:5][CH:4]=1)=O.[CH2:19]([NH2:24])[CH2:20][CH:21]([CH3:23])[CH3:22].[BH4-].[Na+]. Given the product [CH3:18][C:10]1[CH:11]=[C:12]([C:15]([NH2:17])=[O:16])[CH:13]=[CH:14][C:9]=1[C:6]1[CH:7]=[CH:8][C:3]([CH2:1][NH:24][CH2:19][CH2:20][CH:21]([CH3:23])[CH3:22])=[CH:4][CH:5]=1, predict the reactants needed to synthesize it. (2) Given the product [CH3:68][O:67][C:65](=[O:66])[CH2:64][CH2:63][NH:62][C:17](=[O:18])[C:16]1[CH:20]=[CH:21][C:13]([N:12]([CH2:11][C:10]2[CH:9]=[CH:8][C:7]([C:1]3[CH2:6][CH2:5][CH2:4][CH2:3][CH:2]=3)=[CH:38][CH:37]=2)[C:22](=[O:36])[CH:23]=[CH:24][C:25]2[CH:30]=[CH:29][CH:28]=[C:27]([O:31][C:32]([F:34])([F:35])[F:33])[CH:26]=2)=[CH:14][CH:15]=1, predict the reactants needed to synthesize it. The reactants are: [C:1]1([C:7]2[CH:38]=[CH:37][C:10]([CH2:11][N:12]([C:22](=[O:36])[CH:23]=[CH:24][C:25]3[CH:30]=[CH:29][CH:28]=[C:27]([O:31][C:32]([F:35])([F:34])[F:33])[CH:26]=3)[C:13]3[CH:21]=[CH:20][C:16]([C:17](O)=[O:18])=[CH:15][CH:14]=3)=[CH:9][CH:8]=2)[CH2:6][CH2:5][CH2:4][CH2:3][CH:2]=1.O.ON1C2C=CC=CC=2N=N1.CCN=C=NCCCN(C)C.Cl.[NH2:62][CH2:63][CH2:64][C:65]([O:67][CH3:68])=[O:66].CCN(C(C)C)C(C)C. (3) Given the product [CH3:13][O:14][C:15]1[CH:22]=[CH:21][C:18]([CH2:19][O:12][C:8]2[CH:9]=[CH:10][CH:11]=[C:6]([N+:3]([O-:5])=[O:4])[CH:7]=2)=[CH:17][CH:16]=1, predict the reactants needed to synthesize it. The reactants are: [OH-].[Na+].[N+:3]([C:6]1[CH:7]=[C:8]([OH:12])[CH:9]=[CH:10][CH:11]=1)([O-:5])=[O:4].[CH3:13][O:14][C:15]1[CH:22]=[CH:21][C:18]([CH2:19]Cl)=[CH:17][CH:16]=1.